Task: Predict the reactants needed to synthesize the given product.. Dataset: Retrosynthesis with 50K atom-mapped reactions and 10 reaction types from USPTO (1) Given the product Nc1nc2nc(SCc3cccc(F)c3F)nc(NCCOCCO)c2s1, predict the reactants needed to synthesize it. The reactants are: NCCOCCO.Nc1nc2nc(SCc3cccc(F)c3F)nc(Cl)c2s1. (2) The reactants are: CC1(C)OB(c2ccc(N)cc2)OC1(C)C.C[C@H]1COCCN1c1cc(C2(S(=O)(=O)C(C)(C)C)CC2)nc(Cl)n1. Given the product C[C@H]1COCCN1c1cc(C2(S(=O)(=O)C(C)(C)C)CC2)nc(-c2ccc(N)cc2)n1, predict the reactants needed to synthesize it. (3) Given the product COc1ccc(S(=O)(=O)N2C(=O)C(c3cc(C)ccc3OC)(N3CCN(C(=O)OC(C)(C)C)CC3C(=O)N(C)C)c3cc(Cl)ccc32)c(OC(F)(F)F)c1, predict the reactants needed to synthesize it. The reactants are: COc1ccc(C)cc1C1(N2CCN(C(=O)OC(C)(C)C)CC2C(=O)N(C)C)C(=O)Nc2ccc(Cl)cc21.COc1ccc(S(=O)(=O)Cl)c(OC(F)(F)F)c1. (4) Given the product CC(=O)Nc1c(C)cc(N)cc1C, predict the reactants needed to synthesize it. The reactants are: CC(=O)Nc1c(C)cc([N+](=O)[O-])cc1C.